From a dataset of Full USPTO retrosynthesis dataset with 1.9M reactions from patents (1976-2016). Predict the reactants needed to synthesize the given product. (1) Given the product [CH2:30]([O:29][C:25](=[O:28])/[CH:26]=[CH:27]/[C:21]1[C:16]([NH:15][CH2:8][C:9]2[CH:14]=[CH:13][CH:12]=[CH:11][CH:10]=2)=[N:17][C:18]([NH2:24])=[N:19][C:20]=1[CH3:23])[CH3:31], predict the reactants needed to synthesize it. The reactants are: C(N(CC)CC)C.[CH2:8]([NH:15][C:16]1[C:21](I)=[C:20]([CH3:23])[N:19]=[C:18]([NH2:24])[N:17]=1)[C:9]1[CH:14]=[CH:13][CH:12]=[CH:11][CH:10]=1.[C:25]([O:29][CH2:30][CH3:31])(=[O:28])[CH:26]=[CH2:27]. (2) Given the product [F:20][C:21]([F:34])([F:33])[S:22]([O:19][C:4]1[CH:3]=[C:2]([F:1])[C:7]([C:8]2[CH:9]=[N:10][N:11]([CH2:13][C:14]([OH:17])([CH3:16])[CH3:15])[CH:12]=2)=[C:6]([F:18])[CH:5]=1)(=[O:24])=[O:23], predict the reactants needed to synthesize it. The reactants are: [F:1][C:2]1[CH:3]=[C:4]([OH:19])[CH:5]=[C:6]([F:18])[C:7]=1[C:8]1[CH:9]=[N:10][N:11]([CH2:13][C:14]([OH:17])([CH3:16])[CH3:15])[CH:12]=1.[F:20][C:21]([F:34])([F:33])[S:22](O[S:22]([C:21]([F:34])([F:33])[F:20])(=[O:24])=[O:23])(=[O:24])=[O:23].C(N(CC)CC)C. (3) Given the product [CH3:19][C@@H:17]1[CH2:16][N:15]([C:2]2[C:3]([C:9]([OH:11])=[O:10])=[N:4][CH:5]=[C:6]([F:8])[CH:7]=2)[CH2:14][C@H:13]([CH3:12])[O:18]1, predict the reactants needed to synthesize it. The reactants are: F[C:2]1[C:3]([C:9]([OH:11])=[O:10])=[N:4][CH:5]=[C:6]([F:8])[CH:7]=1.[CH3:12][C@H:13]1[O:18][C@@H:17]([CH3:19])[CH2:16][NH:15][CH2:14]1.CCN(C(C)C)C(C)C. (4) Given the product [CH3:18][O:17][C:13]1[CH:12]=[C:11]2[C:16]([C:7]3[CH:6]=[CH:5][C:4]([C:1]4([CH3:2])[O:23][CH2:22][CH2:21][O:3]4)=[CH:20][C:8]=3[C:9](=[O:19])[O:10]2)=[CH:15][CH:14]=1, predict the reactants needed to synthesize it. The reactants are: [C:1]([C:4]1[CH:5]=[CH:6][C:7]2[C:16]3[C:11](=[CH:12][C:13]([O:17][CH3:18])=[CH:14][CH:15]=3)[O:10][C:9](=[O:19])[C:8]=2[CH:20]=1)(=[O:3])[CH3:2].[CH2:21](O)[CH2:22][OH:23].C1(C)C=CC(S(O)(=O)=O)=CC=1. (5) Given the product [CH3:1][N:2]1[C:10]2[CH2:9][C@H:8]([CH3:11])[NH:7][CH2:6][C:5]=2[C:4]([C:19]2[S:20][CH:21]=[CH:22][CH:23]=2)=[N:3]1, predict the reactants needed to synthesize it. The reactants are: [CH3:1][N:2]1[C:10]2[CH2:9][C@H:8]([CH3:11])[N:7](C(OC(C)(C)C)=O)[CH2:6][C:5]=2[C:4]([C:19]2[S:20][CH:21]=[CH:22][CH:23]=2)=[N:3]1.C(OCC)(=O)C. (6) Given the product [CH3:18][CH2:17][CH2:16][CH2:15][CH2:14]/[CH:13]=[CH:12]\[CH2:11]/[C:10](/[N+:50]([O-:52])=[O:51])=[CH:9]\[CH2:8][CH2:7][CH2:6][CH2:5][CH2:4][CH2:3][CH2:2][C:1]([OH:20])=[O:19], predict the reactants needed to synthesize it. The reactants are: [C:1]([OH:20])(=[O:19])[CH2:2][CH2:3][CH2:4][CH2:5][CH2:6][CH2:7][CH2:8][CH:9]=[CH:10][CH2:11][CH2:12][CH2:13][CH2:14][CH2:15][CH2:16][CH2:17][CH3:18].COC(=O)CCCCCCCC=CCCCCCCCC.C1([Se]Br)C=CC=CC=1.[N:50]([O-:52])=[O:51].[Na+].C[C@H]1[C@](O)(C(CO)=O)[C@]2(C)[C@H]([C@H]3[C@](F)([C@@H](O)C2)[C@]2(C)C(=CC(C=C2)=O)CC3)C1.C(N1C2N=CNC=2C(=O)N(C)C1=O)C(C)C.B(F)(F)F. (7) Given the product [NH2:1][C:2]1[CH:3]=[CH:4][C:5]([C:6]([O:8][CH3:9])=[O:7])=[CH:10][C:11]=1[I:12], predict the reactants needed to synthesize it. The reactants are: [NH2:1][C:2]1[CH:11]=[CH:10][C:5]([C:6]([O:8][CH3:9])=[O:7])=[CH:4][CH:3]=1.[I:12]Cl.C(=O)([O-])O.[Na+].